This data is from Full USPTO retrosynthesis dataset with 1.9M reactions from patents (1976-2016). The task is: Predict the reactants needed to synthesize the given product. (1) Given the product [Cl:19][CH:20]([Cl:21])[CH3:2].[C:11]1(=[O:6])[CH2:10][CH2:14][CH2:13][CH2:12][CH2:17]1, predict the reactants needed to synthesize it. The reactants are: O1CCC[CH2:2]1.[O:6]1[CH2:11][CH2:10]OCC1.[C:12]1(C)[CH:17]=CC=[CH:14][CH:13]=1.[Cl:19][CH2:20][Cl:21]. (2) Given the product [Cl:1][C:2]1[CH:7]=[CH:6][CH:5]=[CH:4][C:3]=1[C:8]1[C:9]2[CH:21]=[CH:20][C:19](=[O:22])[N:18]([CH:23]([CH2:26][CH3:27])[CH2:24][CH3:25])[C:10]=2[N:11]=[C:12]([NH:28][CH:29]([CH2:32][OH:33])[CH2:30][OH:31])[N:13]=1, predict the reactants needed to synthesize it. The reactants are: [Cl:1][C:2]1[CH:7]=[CH:6][CH:5]=[CH:4][C:3]=1[C:8]1[C:9]2[CH:21]=[CH:20][C:19](=[O:22])[N:18]([CH:23]([CH2:26][CH3:27])[CH2:24][CH3:25])[C:10]=2[N:11]=[C:12](S(C)(=O)=O)[N:13]=1.[NH2:28][CH:29]([CH2:32][OH:33])[CH2:30][OH:31]. (3) The reactants are: [C:1](=[S:3])=S.[NH2:4][C:5]1[CH:13]=[CH:12][C:8]([C:9]([OH:11])=[O:10])=[CH:7][CH:6]=1.C(N(CC)CC)C.II.Cl.S([O-])([O-])=O.[Na+].[Na+]. Given the product [N:4]([C:5]1[CH:13]=[CH:12][C:8]([C:9]([OH:11])=[O:10])=[CH:7][CH:6]=1)=[C:1]=[S:3], predict the reactants needed to synthesize it. (4) Given the product [F:28][CH:26]([F:27])[C:20]1[CH:19]=[C:18]([C:8]2([C:4]3[CH:5]=[CH:6][CH:7]=[C:2]([C:34]4[CH:39]=[N:38][CH:37]=[CH:36][N:35]=4)[CH:3]=3)[C:16]3[C:11](=[N:12][CH:13]=[CH:14][CH:15]=3)[C:10]([NH2:17])=[N:9]2)[CH:23]=[CH:22][C:21]=1[O:24][CH3:25], predict the reactants needed to synthesize it. The reactants are: Br[C:2]1[CH:3]=[C:4]([C:8]2([C:18]3[CH:23]=[CH:22][C:21]([O:24][CH3:25])=[C:20]([CH:26]([F:28])[F:27])[CH:19]=3)[C:16]3[C:11](=[N:12][CH:13]=[CH:14][CH:15]=3)[C:10]([NH2:17])=[N:9]2)[CH:5]=[CH:6][CH:7]=1.C([Sn](CCCC)(CCCC)[C:34]1[CH:39]=[N:38][CH:37]=[CH:36][N:35]=1)CCC. (5) The reactants are: Br[C:2]1[CH:3]=[C:4]2[C:10]([C:11]3[CH:12]=[N:13][N:14]([CH2:16][C:17]4[CH:22]=[CH:21][CH:20]=[C:19]([F:23])[CH:18]=4)[CH:15]=3)=[CH:9][N:8]([S:24]([C:27]3[CH:33]=[CH:32][C:30]([CH3:31])=[CH:29][CH:28]=3)(=[O:26])=[O:25])[C:5]2=[N:6][CH:7]=1.[F:34][C:35]1[CH:40]=[CH:39][C:38](B2OC(C)(C)C(C)(C)O2)=[CH:37][C:36]=1[NH:50][S:51]([CH3:54])(=[O:53])=[O:52].C(=O)([O-])[O-].[Na+].[Na+]. Given the product [F:34][C:35]1[CH:40]=[CH:39][C:38]([C:2]2[CH:3]=[C:4]3[C:10]([C:11]4[CH:12]=[N:13][N:14]([CH2:16][C:17]5[CH:22]=[CH:21][CH:20]=[C:19]([F:23])[CH:18]=5)[CH:15]=4)=[CH:9][N:8]([S:24]([C:27]4[CH:33]=[CH:32][C:30]([CH3:31])=[CH:29][CH:28]=4)(=[O:25])=[O:26])[C:5]3=[N:6][CH:7]=2)=[CH:37][C:36]=1[NH:50][S:51]([CH3:54])(=[O:53])=[O:52], predict the reactants needed to synthesize it. (6) Given the product [CH2:19]([N:15]1[C:16]2[C:12](=[CH:11][C:10]([N+:7]([O-:9])=[O:8])=[CH:18][CH:17]=2)[CH:13]=[CH:14]1)[C:20]1[CH:25]=[CH:24][CH:23]=[CH:22][CH:21]=1, predict the reactants needed to synthesize it. The reactants are: CS(C)=O.[OH-].[K+].[N+:7]([C:10]1[CH:11]=[C:12]2[C:16](=[CH:17][CH:18]=1)[NH:15][CH:14]=[CH:13]2)([O-:9])=[O:8].[CH2:19](Br)[C:20]1[CH:25]=[CH:24][CH:23]=[CH:22][CH:21]=1.